This data is from Forward reaction prediction with 1.9M reactions from USPTO patents (1976-2016). The task is: Predict the product of the given reaction. (1) Given the reactants [OH:1][C:2]1[C:9]([CH3:10])=[C:8]([CH3:11])[CH:7]=[C:6]([CH3:12])[C:3]=1[CH:4]=O.[C:13](=[C:16](C(OCC)=O)[C:17]([O:19][CH2:20][CH3:21])=[O:18])([CH3:15])[CH3:14].C(=O)([O-])[O-].[K+].[K+], predict the reaction product. The product is: [CH3:14][C:13]1([CH2:16][C:17]([O:19][CH2:20][CH3:21])=[O:18])[CH:15]=[CH:4][C:3]2[C:2](=[C:9]([CH3:10])[C:8]([CH3:11])=[CH:7][C:6]=2[CH3:12])[O:1]1. (2) Given the reactants [C:1]([O:5][C:6]([NH:8][C:9]1[C:22]([O:23][CH3:24])=[CH:21][C:20]2[C@:19]34[CH2:25][CH2:26][N:27]([C:28]([O:30][CH2:31][C:32]5[CH:37]=[CH:36][CH:35]=[CH:34][CH:33]=5)=[O:29])[C@@H:13]([C@@H:14]3[CH2:15][CH2:16][CH2:17][CH2:18]4)[CH2:12][C:11]=2[CH:10]=1)=[O:7])([CH3:4])([CH3:3])[CH3:2].I[CH3:39].[H-].[Na+].O, predict the reaction product. The product is: [C:1]([O:5][C:6]([N:8]([CH3:39])[C:9]1[C:22]([O:23][CH3:24])=[CH:21][C:20]2[C@:19]34[CH2:25][CH2:26][N:27]([C:28]([O:30][CH2:31][C:32]5[CH:33]=[CH:34][CH:35]=[CH:36][CH:37]=5)=[O:29])[C@@H:13]([C@@H:14]3[CH2:15][CH2:16][CH2:17][CH2:18]4)[CH2:12][C:11]=2[CH:10]=1)=[O:7])([CH3:4])([CH3:2])[CH3:3]. (3) Given the reactants Cl[C:2]1[CH:7]=[C:6]([Cl:8])[N:5]=[C:4]([CH3:9])[N:3]=1.[CH3:10][O:11][C:12]1[CH:19]=[CH:18][C:15]([CH2:16][NH2:17])=[CH:14][CH:13]=1.C(N(CC)CC)C, predict the reaction product. The product is: [Cl:8][C:6]1[N:5]=[C:4]([CH3:9])[N:3]=[C:2]([NH:17][CH2:16][C:15]2[CH:18]=[CH:19][C:12]([O:11][CH3:10])=[CH:13][CH:14]=2)[CH:7]=1. (4) Given the reactants C([O:8][C:9](=[O:28])[C:10]1[CH:15]=[CH:14][C:13]([O:16][CH2:17][C:18]2[CH:23]=[CH:22][CH:21]=[CH:20][CH:19]=2)=[CH:12][C:11]=1[NH:24]C(=O)C)C1C=CC=CC=1.[OH-].[Na+].Cl, predict the reaction product. The product is: [NH2:24][C:11]1[CH:12]=[C:13]([O:16][CH2:17][C:18]2[CH:23]=[CH:22][CH:21]=[CH:20][CH:19]=2)[CH:14]=[CH:15][C:10]=1[C:9]([OH:28])=[O:8]. (5) Given the reactants C(OC([N:8](COCC[Si](C)(C)C)[C:9]1[S:10][C@:11]2([C:26]([O:28][CH3:29])=[O:27])[C@H:13]([C@:14]([C:18]3[CH:23]=[CH:22][CH:21]=[C:20]([F:24])[C:19]=3[F:25])([CH2:16][F:17])[N:15]=1)[CH2:12]2)=O)(C)(C)C.[Li+].C[Si]([N-:43][Si](C)(C)C)(C)C, predict the reaction product. The product is: [NH2:8][C:9]1[S:10][C@:11]2([C:26]([O:28][CH3:29])=[O:27])[C@H:13]([C@:14]([C:18]3[CH:23]=[C:22]([NH2:43])[CH:21]=[C:20]([F:24])[C:19]=3[F:25])([CH2:16][F:17])[N:15]=1)[CH2:12]2.